Dataset: Forward reaction prediction with 1.9M reactions from USPTO patents (1976-2016). Task: Predict the product of the given reaction. (1) Given the reactants [Cl:1][C:2]1[CH:3]=[CH:4][C:5]2[C:11](=[O:12])[NH:10][C:9]3[CH:13]=[C:14]([CH2:17][C:18](OC)=[O:19])[CH:15]=[CH:16][C:8]=3[NH:7][C:6]=2[CH:22]=1.[H-].[H-].[H-].[H-].[Li+].[Al+3], predict the reaction product. The product is: [Cl:1][C:2]1[CH:3]=[CH:4][C:5]2[C:11](=[O:12])[NH:10][C:9]3[CH:13]=[C:14]([CH2:17][CH2:18][OH:19])[CH:15]=[CH:16][C:8]=3[NH:7][C:6]=2[CH:22]=1. (2) Given the reactants Cl[C:2]1[N:9]=[CH:8][CH:7]=[CH:6][C:3]=1[C:4]#[N:5].C(N(CC)CC)C.[C:17]([Si:19]([CH3:22])([CH3:21])[CH3:20])#[CH:18].O, predict the reaction product. The product is: [CH3:20][Si:19]([C:17]#[C:18][C:2]1[N:9]=[CH:8][CH:7]=[CH:6][C:3]=1[C:4]#[N:5])([CH3:22])[CH3:21].